From a dataset of Reaction yield outcomes from USPTO patents with 853,638 reactions. Predict the reaction yield, written as a fraction of the theoretical maximum amount of product (1.0 means a 100% yield; for example, 0.34 means a 34% yield). The reactants are [NH2:1][C:2]1[CH:6]=[C:5]([C:7]2[CH:12]=[CH:11][C:10]([Cl:13])=[CH:9][CH:8]=2)[S:4][C:3]=1[C:14]([O:16]C)=[O:15].[OH-].[K+]. The catalyst is O.CO. The product is [NH2:1][C:2]1[CH:6]=[C:5]([C:7]2[CH:8]=[CH:9][C:10]([Cl:13])=[CH:11][CH:12]=2)[S:4][C:3]=1[C:14]([OH:16])=[O:15]. The yield is 0.980.